From a dataset of Full USPTO retrosynthesis dataset with 1.9M reactions from patents (1976-2016). Predict the reactants needed to synthesize the given product. The reactants are: [C:1]([CH2:6][C:7]([O:9][CH2:10][CH3:11])=[O:8])(=[O:5])[CH:2]([CH3:4])[CH3:3].S(Cl)([Cl:15])(=O)=O. Given the product [Cl:15][C:2]([CH3:4])([CH3:3])[C:1]([CH2:6][C:7]([O:9][CH2:10][CH3:11])=[O:8])=[O:5], predict the reactants needed to synthesize it.